From a dataset of Forward reaction prediction with 1.9M reactions from USPTO patents (1976-2016). Predict the product of the given reaction. (1) Given the reactants [CH2:1]([O:3][C:4]1[CH:5]=[N:6][C:7]([C:10]2[CH:15]=[CH:14][CH:13]=[C:12](B3OC(C)(C)C(C)(C)O3)[CH:11]=2)=[N:8][CH:9]=1)[CH3:2].[Li][CH2:26][CH2:27][CH2:28][CH3:29].O=[N+]([O-])[O-].[O-][N+](=O)[O-].[O-][N+](=O)[O-].[O-][N+](=O)[O-].[O-][N+](=O)[O-].[O-][N+](=O)[O-].[Ce+4].[NH4+].[NH4+].[NH4+].[Cl-:58], predict the reaction product. The product is: [CH2:26]([C:9]1[C:4]([O:3][CH2:1][CH3:2])=[CH:5][N:6]=[C:7]([C:10]2[CH:15]=[CH:14][CH:13]=[C:12]([Cl:58])[CH:11]=2)[N:8]=1)[CH2:27][CH2:28][CH3:29]. (2) Given the reactants [CH3:1][C:2]1[C:7]([NH2:8])=[CH:6][CH:5]=[C:4]([CH3:9])[N:3]=1.C([O:12][CH:13]=[C:14]([C:20](OCC)=O)[C:15]([O:17][CH2:18][CH3:19])=[O:16])C, predict the reaction product. The product is: [OH:12][C:13]1[C:6]2[C:7](=[C:2]([CH3:1])[N:3]=[C:4]([CH3:9])[CH:5]=2)[N:8]=[CH:20][C:14]=1[C:15]([O:17][CH2:18][CH3:19])=[O:16]. (3) Given the reactants S(C1C=CC(C)=CC=1)(O)(=O)=O.[F:12][C:13]1[CH:24]=[CH:23][C:16]([O:17][CH:18]2[CH2:22][CH2:21][NH:20][CH2:19]2)=[CH:15][CH:14]=1.C(N(C(C)C)CC)(C)C.[Cl:34][C:35]1[CH:40]=[C:39]([Cl:41])[CH:38]=[CH:37][C:36]=1[CH2:42][N:43]=[C:44]=[O:45], predict the reaction product. The product is: [Cl:34][C:35]1[CH:40]=[C:39]([Cl:41])[CH:38]=[CH:37][C:36]=1[CH2:42][NH:43][C:44]([N:20]1[CH2:21][CH2:22][CH:18]([O:17][C:16]2[CH:23]=[CH:24][C:13]([F:12])=[CH:14][CH:15]=2)[CH2:19]1)=[O:45]. (4) Given the reactants C([NH:5][C:6]1[C:15]2[CH:14]=[CH:13][CH:12]=[C:11]([C:16]([NH:18][C:19]3[CH:24]=[C:23]([C:25](=[O:37])[NH:26][C:27]4[CH:32]=[CH:31][CH:30]=[C:29]([C:33]([F:36])([F:35])[F:34])[CH:28]=4)[CH:22]=[CH:21][C:20]=3[CH3:38])=[O:17])[C:10]=2[CH:9]=[CH:8][N:7]=1)(C)(C)C.[Cl:39]C1C=CC(N)=CC=1C(F)(F)F, predict the reaction product. The product is: [NH2:5][C:6]1[C:15]2[CH:14]=[CH:13][CH:12]=[C:11]([C:16]([NH:18][C:19]3[CH:24]=[C:23]([C:25](=[O:37])[NH:26][C:27]4[CH:32]=[CH:31][C:30]([Cl:39])=[C:29]([C:33]([F:34])([F:35])[F:36])[CH:28]=4)[CH:22]=[CH:21][C:20]=3[CH3:38])=[O:17])[C:10]=2[CH:9]=[CH:8][N:7]=1. (5) Given the reactants [CH2:1]([OH:5])[CH:2]([CH3:4])[CH3:3].[C:6](Cl)(=[O:10])[C:7]([Cl:9])=[O:8], predict the reaction product. The product is: [CH2:1]([O:5][C:6](=[O:10])[C:7]([Cl:9])=[O:8])[CH:2]([CH3:4])[CH3:3]. (6) Given the reactants Cl.[NH:2]1[CH2:6][CH2:5][C@@H:4]([NH:7][C:8]([C:10]2[C:14]3[N:15]=[CH:16][N:17]=[C:18]([C:19]4[C:27]5[O:26][CH2:25][O:24][C:23]=5[CH:22]=[CH:21][C:20]=4[O:28][CH2:29][CH:30]4[CH2:32][CH2:31]4)[C:13]=3[NH:12][CH:11]=2)=[O:9])[CH2:3]1.Cl[C:34]([CH2:36][O:37]C(=O)C)=[O:35], predict the reaction product. The product is: [OH:37][CH2:36][C:34]([N:2]1[CH2:6][CH2:5][C@@H:4]([NH:7][C:8]([C:10]2[C:14]3[N:15]=[CH:16][N:17]=[C:18]([C:19]4[C:27]5[O:26][CH2:25][O:24][C:23]=5[CH:22]=[CH:21][C:20]=4[O:28][CH2:29][CH:30]4[CH2:32][CH2:31]4)[C:13]=3[NH:12][CH:11]=2)=[O:9])[CH2:3]1)=[O:35]. (7) Given the reactants [Cl:1][C:2]1[CH:7]=[C:6]([F:8])[C:5]([N:9]2[C:14](=[O:15])[CH:13]=[C:12]([C:16]([F:19])([F:18])[F:17])[N:11]([CH3:20])[C:10]2=[O:21])=[CH:4][C:3]=1[N:22]=[C:23]1[N:27]([CH2:28][C:29]([O:31][CH2:32][CH3:33])=[O:30])[C:26](=[O:34])[CH:25]([CH2:35][C:36](=[O:58])[NH:37][O:38]C(C2C=CC=CC=2)(C2C=CC=CC=2)C2C=CC=CC=2)[S:24]1.C([SiH](C(C)C)C(C)C)(C)C.CO, predict the reaction product. The product is: [Cl:1][C:2]1[CH:7]=[C:6]([F:8])[C:5]([N:9]2[C:14](=[O:15])[CH:13]=[C:12]([C:16]([F:19])([F:17])[F:18])[N:11]([CH3:20])[C:10]2=[O:21])=[CH:4][C:3]=1[N:22]=[C:23]1[N:27]([CH2:28][C:29]([O:31][CH2:32][CH3:33])=[O:30])[C:26](=[O:34])[CH:25]([CH2:35][C:36](=[O:58])[NH:37][OH:38])[S:24]1.